This data is from NCI-60 drug combinations with 297,098 pairs across 59 cell lines. The task is: Regression. Given two drug SMILES strings and cell line genomic features, predict the synergy score measuring deviation from expected non-interaction effect. (1) Drug 1: CC12CCC(CC1=CCC3C2CCC4(C3CC=C4C5=CN=CC=C5)C)O. Cell line: ACHN. Synergy scores: CSS=12.2, Synergy_ZIP=1.03, Synergy_Bliss=3.47, Synergy_Loewe=-65.4, Synergy_HSA=3.38. Drug 2: CCC1(CC2CC(C3=C(CCN(C2)C1)C4=CC=CC=C4N3)(C5=C(C=C6C(=C5)C78CCN9C7C(C=CC9)(C(C(C8N6C=O)(C(=O)OC)O)OC(=O)C)CC)OC)C(=O)OC)O.OS(=O)(=O)O. (2) Drug 1: CCC(=C(C1=CC=CC=C1)C2=CC=C(C=C2)OCCN(C)C)C3=CC=CC=C3.C(C(=O)O)C(CC(=O)O)(C(=O)O)O. Drug 2: COC1=NC(=NC2=C1N=CN2C3C(C(C(O3)CO)O)O)N. Cell line: A498. Synergy scores: CSS=-1.01, Synergy_ZIP=1.94, Synergy_Bliss=3.90, Synergy_Loewe=-1.94, Synergy_HSA=-1.47. (3) Drug 1: C1=C(C(=O)NC(=O)N1)F. Drug 2: CC1=CC=C(C=C1)C2=CC(=NN2C3=CC=C(C=C3)S(=O)(=O)N)C(F)(F)F. Cell line: NCI-H460. Synergy scores: CSS=45.6, Synergy_ZIP=-2.71, Synergy_Bliss=-8.23, Synergy_Loewe=-18.7, Synergy_HSA=-8.73. (4) Drug 1: CCC(=C(C1=CC=CC=C1)C2=CC=C(C=C2)OCCN(C)C)C3=CC=CC=C3.C(C(=O)O)C(CC(=O)O)(C(=O)O)O. Drug 2: C(=O)(N)NO. Cell line: MALME-3M. Synergy scores: CSS=3.17, Synergy_ZIP=2.53, Synergy_Bliss=-1.07, Synergy_Loewe=-0.155, Synergy_HSA=0.603.